From a dataset of NCI-60 drug combinations with 297,098 pairs across 59 cell lines. Regression. Given two drug SMILES strings and cell line genomic features, predict the synergy score measuring deviation from expected non-interaction effect. (1) Drug 1: C1CNP(=O)(OC1)N(CCCl)CCCl. Drug 2: C1CCC(C(C1)N)N.C(=O)(C(=O)[O-])[O-].[Pt+4]. Cell line: SF-539. Synergy scores: CSS=-11.5, Synergy_ZIP=-11.0, Synergy_Bliss=-28.6, Synergy_Loewe=-77.4, Synergy_HSA=-34.0. (2) Drug 1: COC1=NC(=NC2=C1N=CN2C3C(C(C(O3)CO)O)O)N. Drug 2: N.N.Cl[Pt+2]Cl. Cell line: SR. Synergy scores: CSS=54.5, Synergy_ZIP=-1.32, Synergy_Bliss=-1.43, Synergy_Loewe=-22.7, Synergy_HSA=0.0201.